This data is from Reaction yield outcomes from USPTO patents with 853,638 reactions. The task is: Predict the reaction yield, written as a fraction of the theoretical maximum amount of product (1.0 means a 100% yield; for example, 0.34 means a 34% yield). (1) The reactants are [CH3:1][NH:2][CH:3]1[C:12]2[N:11]=[CH:10][CH:9]=[CH:8][C:7]=2[CH2:6][CH2:5][CH2:4]1.[Br:13][C:14]1[N:19]2[CH:20]=[C:21]([CH:23]=O)[N:22]=[C:18]2[CH:17]=[CH:16][CH:15]=1.C(O)(=O)C.C(O[BH-](OC(=O)C)OC(=O)C)(=O)C.[Na+]. The catalyst is ClC(Cl)C. The product is [Br:13][C:14]1[N:19]2[CH:20]=[C:21]([CH2:23][N:2]([CH3:1])[CH:3]3[C:12]4[N:11]=[CH:10][CH:9]=[CH:8][C:7]=4[CH2:6][CH2:5][CH2:4]3)[N:22]=[C:18]2[CH:17]=[CH:16][CH:15]=1. The yield is 0.990. (2) The reactants are [CH3:1][C:2]1[N:3]([C:7]2[CH:13]=[CH:12][C:10]([NH2:11])=[C:9]([CH2:14][NH2:15])[CH:8]=2)[CH:4]=[CH:5][N:6]=1.Cl.[C:17](=N)(OC)[C:18]1[CH:23]=[CH:22][CH:21]=[CH:20][CH:19]=1.C(N)(=N)C1C=CC=CC=1. The catalyst is CO.O=[Mn]=O. The product is [CH3:1][C:2]1[N:3]([C:7]2[CH:8]=[C:9]3[C:10](=[CH:12][CH:13]=2)[N:11]=[C:17]([C:18]2[CH:23]=[CH:22][CH:21]=[CH:20][CH:19]=2)[N:15]=[CH:14]3)[CH:4]=[CH:5][N:6]=1. The yield is 0.740. (3) The reactants are Cl.[CH3:2][N:3]1[CH2:8][CH2:7][O:6][CH2:5][CH:4]1[C:9]([OH:11])=O.CN(C(ON1N=NC2C=CC=NC1=2)=[N+](C)C)C.F[P-](F)(F)(F)(F)F.CCN(C(C)C)C(C)C.Cl.[NH2:46][CH2:47][C:48]1[CH:49]=[C:50]([CH2:54][N:55]2[C:63]3[C:58](=[C:59]([O:64][CH3:65])[CH:60]=[CH:61][CH:62]=3)[C:57]([NH:66][S:67]([C:70]3[S:71][C:72]([Cl:75])=[CH:73][CH:74]=3)(=[O:69])=[O:68])=[N:56]2)[CH:51]=[CH:52][CH:53]=1. The catalyst is C(#N)C.C(Cl)Cl.O. The product is [Cl:75][C:72]1[S:71][C:70]([S:67]([NH:66][C:57]2[C:58]3[C:63](=[CH:62][CH:61]=[CH:60][C:59]=3[O:64][CH3:65])[N:55]([CH2:54][C:50]3[CH:49]=[C:48]([CH2:47][NH:46][C:9]([CH:4]4[CH2:5][O:6][CH2:7][CH2:8][N:3]4[CH3:2])=[O:11])[CH:53]=[CH:52][CH:51]=3)[N:56]=2)(=[O:68])=[O:69])=[CH:74][CH:73]=1. The yield is 0.300.